This data is from TCR-epitope binding with 47,182 pairs between 192 epitopes and 23,139 TCRs. The task is: Binary Classification. Given a T-cell receptor sequence (or CDR3 region) and an epitope sequence, predict whether binding occurs between them. (1) The epitope is ATDALMTGY. The TCR CDR3 sequence is CASRWTGQLDEQFF. Result: 1 (the TCR binds to the epitope). (2) The epitope is IQYIDIGNY. The TCR CDR3 sequence is CASSYRVLDEQYF. Result: 1 (the TCR binds to the epitope). (3) The epitope is FLPRVFSAV. The TCR CDR3 sequence is CASSPGQGHTDTQYF. Result: 0 (the TCR does not bind to the epitope).